Dataset: Catalyst prediction with 721,799 reactions and 888 catalyst types from USPTO. Task: Predict which catalyst facilitates the given reaction. Reactant: C(O)C.[F:4][C:5]1[CH:6]=[C:7]([C:11]2[C:16]([N+:17]([O-])=O)=[C:15]([C:20]#[C:21][Si:22]([CH3:25])([CH3:24])[CH3:23])[C:14]([F:26])=[CH:13][C:12]=2[C:27](=[O:29])[CH3:28])[CH:8]=[CH:9][CH:10]=1. Product: [NH2:17][C:16]1[C:11]([C:7]2[CH:8]=[CH:9][CH:10]=[C:5]([F:4])[CH:6]=2)=[C:12]([C:27](=[O:29])[CH3:28])[CH:13]=[C:14]([F:26])[C:15]=1[C:20]#[C:21][Si:22]([CH3:24])([CH3:23])[CH3:25]. The catalyst class is: 5.